Dataset: HIV replication inhibition screening data with 41,000+ compounds from the AIDS Antiviral Screen. Task: Binary Classification. Given a drug SMILES string, predict its activity (active/inactive) in a high-throughput screening assay against a specified biological target. (1) The molecule is CCOC(=O)C1=C(C)Nc2ccccc2S1. The result is 0 (inactive). (2) The compound is O=C1c2ccccc2C(=O)c2c1nc1sccn21. The result is 0 (inactive). (3) The drug is COc1ccc(S(=O)c2ccc(OC)cc2)cc1. The result is 0 (inactive). (4) The molecule is O=C1Sc2ccc(Cl)cc2C(=O)N2CCSC12. The result is 0 (inactive).